Regression. Given a peptide amino acid sequence and an MHC pseudo amino acid sequence, predict their binding affinity value. This is MHC class I binding data. From a dataset of Peptide-MHC class I binding affinity with 185,985 pairs from IEDB/IMGT. (1) The peptide sequence is DTQMRTPLHK. The binding affinity (normalized) is 0.230. The MHC is HLA-A03:01 with pseudo-sequence HLA-A03:01. (2) The binding affinity (normalized) is 0.0847. The peptide sequence is KKNHWFILK. The MHC is HLA-B18:01 with pseudo-sequence HLA-B18:01.